The task is: Regression. Given a peptide amino acid sequence and an MHC pseudo amino acid sequence, predict their binding affinity value. This is MHC class I binding data.. This data is from Peptide-MHC class I binding affinity with 185,985 pairs from IEDB/IMGT. (1) The peptide sequence is FRNLAYGRTCVLGK. The MHC is HLA-A68:01 with pseudo-sequence HLA-A68:01. The binding affinity (normalized) is 0.246. (2) The peptide sequence is AVDLYHFLK. The MHC is HLA-B15:03 with pseudo-sequence HLA-B15:03. The binding affinity (normalized) is 0.309. (3) The peptide sequence is RPEFVKLTM. The MHC is HLA-A24:03 with pseudo-sequence HLA-A24:03. The binding affinity (normalized) is 0.213.